Dataset: Full USPTO retrosynthesis dataset with 1.9M reactions from patents (1976-2016). Task: Predict the reactants needed to synthesize the given product. (1) The reactants are: [NH:1]1[C:9]2[C:4](=[CH:5][CH:6]=[CH:7][CH:8]=2)[CH:3]=[C:2]1[S:10]([NH2:13])(=[O:12])=[O:11].C(N(CC)CC)C.C1(O[C:28](Cl)=[O:29])C=CC=CC=1.[NH2:31][C:32]1[S:33][C:34]([Br:37])=[CH:35][N:36]=1. Given the product [Br:37][C:34]1[S:33][C:32]([NH:31][C:28]([NH:13][S:10]([C:2]2[NH:1][C:9]3[C:4]([CH:3]=2)=[CH:5][CH:6]=[CH:7][CH:8]=3)(=[O:11])=[O:12])=[O:29])=[N:36][CH:35]=1, predict the reactants needed to synthesize it. (2) Given the product [Cl:1][C:2]1[CH:3]=[CH:4][CH:5]=[C:6]2[C:11]=1[N:10]=[C:9]([C:12]1[CH:17]=[CH:16][CH:15]=[CH:14][C:13]=1[Cl:18])[C:8]([CH2:19][NH:22][C:23]1[CH:28]=[C:27]([NH2:29])[N:26]=[CH:25][N:24]=1)=[CH:7]2, predict the reactants needed to synthesize it. The reactants are: [Cl:1][C:2]1[CH:3]=[CH:4][CH:5]=[C:6]2[C:11]=1[N:10]=[C:9]([C:12]1[CH:17]=[CH:16][CH:15]=[CH:14][C:13]=1[Cl:18])[C:8]([CH2:19]Cl)=[CH:7]2.Cl.[NH2:22][C:23]1[CH:28]=[C:27]([NH2:29])[N:26]=[CH:25][N:24]=1.CCN(C(C)C)C(C)C. (3) Given the product [Cl:8][C:9]1[CH:10]=[CH:11][C:12]([CH2:31][N:32]([C:34]2[CH:39]=[CH:38][C:37]([C:40]3[CH:41]=[CH:42][C:43]([Cl:46])=[CH:44][CH:45]=3)=[CH:36][CH:35]=2)[CH3:33])=[C:13]([C:15]2[CH:16]=[CH:17][C:18]([C:21]([NH:23][CH2:24][CH2:25][C:26]([OH:28])=[O:27])=[O:22])=[N:19][CH:20]=2)[CH:14]=1, predict the reactants needed to synthesize it. The reactants are: [OH-].[Na+].C1COCC1.[Cl:8][C:9]1[CH:10]=[CH:11][C:12]([CH2:31][N:32]([C:34]2[CH:39]=[CH:38][C:37]([C:40]3[CH:45]=[CH:44][C:43]([Cl:46])=[CH:42][CH:41]=3)=[CH:36][CH:35]=2)[CH3:33])=[C:13]([C:15]2[CH:16]=[CH:17][C:18]([C:21]([NH:23][CH2:24][CH2:25][C:26]([O:28]CC)=[O:27])=[O:22])=[N:19][CH:20]=2)[CH:14]=1. (4) Given the product [CH2:35]([O:34][C:32]([C:29]1([C:38]2[CH:39]=[CH:40][C:41]3[O:50][CH2:49][CH2:48][C:47]4[C:43](=[N:44][N:45]([C:51]5[N:52]([C:56]6[CH:61]=[CH:60][C:59]([F:62])=[CH:58][C:57]=6[F:63])[N:53]=[CH:54][N:55]=5)[CH:46]=4)[C:42]=3[CH:64]=2)[CH2:30][CH2:31][N:26]([C:19]([O:21][C:22]([CH3:25])([CH3:24])[CH3:23])=[O:20])[CH2:27][CH2:28]1)=[O:33])[CH3:36], predict the reactants needed to synthesize it. The reactants are: C1(NC2CCCCC2)CCCCC1.C([Li])CCC.[C:19]([N:26]1[CH2:31][CH2:30][CH:29]([C:32]([O:34][CH2:35][CH3:36])=[O:33])[CH2:28][CH2:27]1)([O:21][C:22]([CH3:25])([CH3:24])[CH3:23])=[O:20].Br[C:38]1[CH:39]=[CH:40][C:41]2[O:50][CH2:49][CH2:48][C:47]3[C:43](=[N:44][N:45]([C:51]4[N:52]([C:56]5[CH:61]=[CH:60][C:59]([F:62])=[CH:58][C:57]=5[F:63])[N:53]=[CH:54][N:55]=4)[CH:46]=3)[C:42]=2[CH:64]=1.F[B-](F)(F)F.C([PH+](C(C)(C)C)C(C)(C)C)(C)(C)C. (5) Given the product [CH3:1][O:2][C:3]1[CH:8]=[C:7]([N+:9]([O-:11])=[O:10])[CH:6]=[CH:5][C:4]=1[S:12]([N:17]([CH3:16])[CH2:18][CH2:19][CH2:20][N:21]1[CH2:22][CH2:23][N:24]([CH3:27])[CH2:25][CH2:26]1)(=[O:14])=[O:13], predict the reactants needed to synthesize it. The reactants are: [CH3:1][O:2][C:3]1[CH:8]=[C:7]([N+:9]([O-:11])=[O:10])[CH:6]=[CH:5][C:4]=1[S:12](Cl)(=[O:14])=[O:13].[CH3:16][NH:17][CH2:18][CH2:19][CH2:20][N:21]1[CH2:26][CH2:25][N:24]([CH3:27])[CH2:23][CH2:22]1.CCN(CC)CC. (6) Given the product [OH:3][NH:2][C:8]([CH:10]([NH:15][C:16](=[O:22])[O:17][C:18]([CH3:21])([CH3:20])[CH3:19])[CH2:11][CH:12]([CH3:14])[CH3:13])=[O:7], predict the reactants needed to synthesize it. The reactants are: Cl.[NH2:2][OH:3].[OH-].[K+].C[O:7][C:8]([CH:10]([NH:15][C:16](=[O:22])[O:17][C:18]([CH3:21])([CH3:20])[CH3:19])[CH2:11][CH:12]([CH3:14])[CH3:13])=O.O. (7) The reactants are: C(Cl)(=O)C1C=CC=CC=1.[F:10][C:11]([F:22])([F:21])[C:12]1[CH:20]=[CH:19][C:15]([C:16](Cl)=[O:17])=[CH:14][CH:13]=1.[NH2:23][C:24]1[CH:25]=[C:26]([CH:37]=[CH:38][N:39]=1)[C:27]([NH:29][CH2:30][C:31]1[CH:36]=[CH:35][CH:34]=[CH:33][CH:32]=1)=[O:28]. Given the product [CH2:30]([NH:29][C:27](=[O:28])[C:26]1[CH:37]=[CH:38][N:39]=[C:24]([NH:23][C:16](=[O:17])[C:15]2[CH:19]=[CH:20][C:12]([C:11]([F:22])([F:21])[F:10])=[CH:13][CH:14]=2)[CH:25]=1)[C:31]1[CH:36]=[CH:35][CH:34]=[CH:33][CH:32]=1, predict the reactants needed to synthesize it. (8) Given the product [NH2:1][C:2]1[N:3]=[C:4]([NH:17][CH:18]2[CH2:23][CH2:22][N:21]([S:25]([CH3:24])(=[O:27])=[O:26])[CH2:20][CH2:19]2)[S:5][C:6]=1[C:7]([C:9]1[C:14]([F:15])=[CH:13][CH:12]=[CH:11][C:10]=1[F:16])=[O:8], predict the reactants needed to synthesize it. The reactants are: [NH2:1][C:2]1[N:3]=[C:4]([NH:17][CH:18]2[CH2:23][CH2:22][NH:21][CH2:20][CH2:19]2)[S:5][C:6]=1[C:7]([C:9]1[C:14]([F:15])=[CH:13][CH:12]=[CH:11][C:10]=1[F:16])=[O:8].[CH3:24][S:25](Cl)(=[O:27])=[O:26].C(N(CC)C(C)C)C. (9) Given the product [Cl:1][C:2]1[C:3]([CH:4]=[O:5])=[CH:7][C:8]([Cl:11])=[CH:9][N:10]=1, predict the reactants needed to synthesize it. The reactants are: [Cl:1][C:2]1[N:10]=[CH:9][C:8]([Cl:11])=[CH:7][C:3]=1[C:4](Cl)=[O:5].C([SnH](CCCC)CCCC)CCC.O. (10) The reactants are: [CH3:1][C:2]1[N:3]=[CH:4][C:5]([NH:8][C:9](=[O:15])OC(C)(C)C)=[N:6][CH:7]=1.C(=O)([O-])[O-].[Na+].[Na+].C(=O)([O-])[O-].[Cs+].[Cs+].[Br:28][CH2:29]C(Br)=O. Given the product [Br:28][CH2:29][C:9]([NH:8][C:5]1[CH:4]=[N:3][C:2]([CH3:1])=[CH:7][N:6]=1)=[O:15], predict the reactants needed to synthesize it.